This data is from Catalyst prediction with 721,799 reactions and 888 catalyst types from USPTO. The task is: Predict which catalyst facilitates the given reaction. Reactant: [Cl:1][C:2]1[CH:7]=[CH:6][C:5]([CH:8]([NH2:15])[CH2:9][CH2:10][CH2:11][N:12]([CH3:14])[CH3:13])=[CH:4][CH:3]=1.[C:16]([O:20][C:21]([NH:23][C:24]1([C:39](O)=[O:40])[CH2:29][CH2:28][N:27]([C:30]2[C:31]3[CH:38]=[CH:37][NH:36][C:32]=3[N:33]=[CH:34][N:35]=2)[CH2:26][CH2:25]1)=[O:22])([CH3:19])([CH3:18])[CH3:17].CCN(C(C)C)C(C)C.F[P-](F)(F)(F)(F)F.N1(OC(N(C)C)=[N+](C)C)C2N=CC=CC=2N=N1. Product: [Cl:1][C:2]1[CH:3]=[CH:4][C:5]([CH:8]([NH:15][C:39]([C:24]2([NH:23][C:21](=[O:22])[O:20][C:16]([CH3:18])([CH3:17])[CH3:19])[CH2:25][CH2:26][N:27]([C:30]3[C:31]4[CH:38]=[CH:37][NH:36][C:32]=4[N:33]=[CH:34][N:35]=3)[CH2:28][CH2:29]2)=[O:40])[CH2:9][CH2:10][CH2:11][N:12]([CH3:13])[CH3:14])=[CH:6][CH:7]=1. The catalyst class is: 474.